This data is from Forward reaction prediction with 1.9M reactions from USPTO patents (1976-2016). The task is: Predict the product of the given reaction. (1) The product is: [Cl:41][C:22]1[C:23]([C:25]2[CH:30]=[CH:29][CH:28]=[C:27]([NH:31][CH2:32][C:33]3([C:39]#[N:40])[CH2:38][CH2:37][O:36][CH2:35][CH2:34]3)[N:26]=2)=[CH:24][C:19]([NH:18][C@H:15]2[CH2:16][CH2:17][C@H:12]([NH:11][CH2:10][CH2:9][OH:8])[CH2:13][CH2:14]2)=[N:20][CH:21]=1. Given the reactants [Si]([O:8][CH2:9][CH2:10][NH:11][C@H:12]1[CH2:17][CH2:16][C@H:15]([NH:18][C:19]2[CH:24]=[C:23]([C:25]3[CH:30]=[CH:29][CH:28]=[C:27]([NH:31][CH2:32][C:33]4([C:39]#[N:40])[CH2:38][CH2:37][O:36][CH2:35][CH2:34]4)[N:26]=3)[C:22]([Cl:41])=[CH:21][N:20]=2)[CH2:14][CH2:13]1)(C(C)(C)C)(C)C.Br, predict the reaction product. (2) Given the reactants [NH2:1][C:2]1[CH:7]=[CH:6][C:5]([C:8]2[C:12]([C:13]#[N:14])=[C:11]([Cl:15])[S:10][N:9]=2)=[CH:4][CH:3]=1.[F:16][C:17]1[CH:22]=[CH:21][C:20]([CH3:23])=[CH:19][C:18]=1[N:24]=[C:25]=[O:26], predict the reaction product. The product is: [Cl:15][C:11]1[S:10][N:9]=[C:8]([C:5]2[CH:6]=[CH:7][C:2]([NH:1][C:25]([NH:24][C:18]3[CH:19]=[C:20]([CH3:23])[CH:21]=[CH:22][C:17]=3[F:16])=[O:26])=[CH:3][CH:4]=2)[C:12]=1[C:13]#[N:14]. (3) Given the reactants [CH:1]1([C:4]2[CH:9]=[CH:8][N:7]=[CH:6][C:5]=2[NH:10][S:11]([CH3:14])(=[O:13])=[O:12])[CH2:3][CH2:2]1.C(=O)([O-])[O-].[Cs+].[Cs+].[CH2:21](I)[CH2:22][CH:23]([CH3:25])[CH3:24], predict the reaction product. The product is: [CH:1]1([C:4]2[CH:9]=[CH:8][N:7]=[CH:6][C:5]=2[N:10]([CH2:21][CH2:22][CH:23]([CH3:25])[CH3:24])[S:11]([CH3:14])(=[O:12])=[O:13])[CH2:3][CH2:2]1. (4) Given the reactants [F:1][C:2]1[CH:9]=[CH:8][C:5]([CH:6]=O)=[CH:4][CH:3]=1.[Br:10][C:11]1[CH:16]=[CH:15][C:14]([NH:17][NH2:18])=[CH:13][CH:12]=1.[C:19]([CH2:21][C@@H:22]1N(C2C=CC(OC)=CC=2)N=[C:24](C2C=CC(C#N)=CC=2)[C@H:23]1C)#[N:20], predict the reaction product. The product is: [Br:10][C:11]1[CH:16]=[CH:15][C:14]([N:17]2[C@@H:22]([CH2:21][C:19]#[N:20])[C@H:23]([CH3:24])[C:6]([C:5]3[CH:8]=[CH:9][C:2]([F:1])=[CH:3][CH:4]=3)=[N:18]2)=[CH:13][CH:12]=1. (5) Given the reactants Cl.[F:2][C:3]([F:24])([F:23])[C:4]1[CH:22]=[CH:21][CH:20]=[CH:19][C:5]=1[CH:6]([O:14][CH:15]1[CH2:18][NH:17][CH2:16]1)[C:7]1[CH:12]=[CH:11][C:10]([Cl:13])=[CH:9][CH:8]=1.[CH:25]1([N:31]=[C:32]=[O:33])[CH2:30][CH2:29][CH2:28][CH2:27][CH2:26]1, predict the reaction product. The product is: [F:24][C:3]([F:2])([F:23])[C:4]1[CH:22]=[CH:21][CH:20]=[CH:19][C:5]=1[CH:6]([O:14][CH:15]1[CH2:18][N:17]([C:32]([NH:31][CH:25]2[CH2:30][CH2:29][CH2:28][CH2:27][CH2:26]2)=[O:33])[CH2:16]1)[C:7]1[CH:12]=[CH:11][C:10]([Cl:13])=[CH:9][CH:8]=1. (6) Given the reactants [O:1]=[C:2]1[C:10]2[C:5](=[N:6][C:7]([CH2:11][CH2:12][CH:13]=O)=[CH:8][CH:9]=2)[CH2:4][O:3]1.[CH2:15]([N:17](CC)[CH2:18][CH2:19]NC)[CH3:16], predict the reaction product. The product is: [CH2:15]([N:17]([CH2:18][CH3:19])[CH2:13][CH2:12][CH2:11][C:7]1[N:6]=[C:5]2[CH2:4][O:3][C:2](=[O:1])[C:10]2=[CH:9][CH:8]=1)[CH3:16]. (7) The product is: [CH:1]1([C:4]2[C:5]([N:13]3[CH2:18][CH2:17][N:16]([C:19]([C:21]4[CH:22]=[CH:23][C:24]([N:27]5[C@H:31]([CH2:32][O:33][CH3:35])[CH2:30][O:29][C:28]5=[O:34])=[N:25][CH:26]=4)=[O:20])[CH2:15][CH2:14]3)=[N:6][CH:7]=[C:8]([CH:10]3[CH2:12][CH2:11]3)[CH:9]=2)[CH2:2][CH2:3]1. Given the reactants [CH:1]1([C:4]2[C:5]([N:13]3[CH2:18][CH2:17][N:16]([C:19]([C:21]4[CH:22]=[CH:23][C:24]([N:27]5[C@H:31]([CH2:32][OH:33])[CH2:30][O:29][C:28]5=[O:34])=[N:25][CH:26]=4)=[O:20])[CH2:15][CH2:14]3)=[N:6][CH:7]=[C:8]([CH:10]3[CH2:12][CH2:11]3)[CH:9]=2)[CH2:3][CH2:2]1.[CH3:35]I, predict the reaction product. (8) Given the reactants [C:1]([OH:12])(=O)[C:2]1[CH:10]=[CH:9][C:8]2[O:7][CH2:6][O:5][C:4]=2[CH:3]=1.[NH2:13][CH:14]([CH2:17][CH:18]([CH3:20])[CH3:19])[CH2:15][OH:16], predict the reaction product. The product is: [OH:16][CH2:15][CH:14]([NH:13][C:1]([C:2]1[CH:10]=[CH:9][C:8]2[O:7][CH2:6][O:5][C:4]=2[CH:3]=1)=[O:12])[CH2:17][CH:18]([CH3:20])[CH3:19]. (9) The product is: [CH3:20][O:19][C:13]1[CH:14]=[CH:15][CH:16]=[C:17]([CH3:18])[C:12]=1[C:11]1[NH:2][C:1](=[O:22])[C:3]2[C:4](=[CH:5][C:6]([CH3:9])=[CH:7][CH:8]=2)[N:10]=1. Given the reactants [C:1]([C:3]1[CH:8]=[CH:7][C:6]([CH3:9])=[CH:5][C:4]=1[NH:10][C:11](=O)[C:12]1[C:17]([CH3:18])=[CH:16][CH:15]=[CH:14][C:13]=1[O:19][CH3:20])#[N:2].[OH-:22].[Na+].OO, predict the reaction product.